From a dataset of Forward reaction prediction with 1.9M reactions from USPTO patents (1976-2016). Predict the product of the given reaction. (1) Given the reactants [CH3:1][O:2][N:3]([CH3:11])[C:4]([C:6]1[CH:10]=[CH:9][S:8][CH:7]=1)=[O:5].[Cl:12]N1C(=O)CCC1=O, predict the reaction product. The product is: [Cl:12][C:9]1[S:8][CH:7]=[C:6]([C:4]([N:3]([O:2][CH3:1])[CH3:11])=[O:5])[CH:10]=1. (2) Given the reactants [N+:1]([C:4]1[CH:5]=[CH:6][C:7]([CH2:10][CH2:11][CH2:12][C:13](=[S:15])[NH2:14])=[N:8][CH:9]=1)([O-:3])=[O:2].Br[CH2:17][CH:18](OC)OC.C([O-])(O)=O.[Na+], predict the reaction product. The product is: [N+:1]([C:4]1[CH:5]=[CH:6][C:7]([CH2:10][CH2:11][CH2:12][C:13]2[S:15][CH:17]=[CH:18][N:14]=2)=[N:8][CH:9]=1)([O-:3])=[O:2].